This data is from Forward reaction prediction with 1.9M reactions from USPTO patents (1976-2016). The task is: Predict the product of the given reaction. The product is: [C:3]1([CH3:9])[CH:8]=[CH:7][CH:6]=[CH:5][CH:4]=1.[W:1]=[O:2]. Given the reactants [W:1]=[O:2].[C:3]1([CH3:9])[CH:8]=[CH:7][CH:6]=[CH:5][CH:4]=1, predict the reaction product.